Predict the reaction yield, written as a fraction of the theoretical maximum amount of product (1.0 means a 100% yield; for example, 0.34 means a 34% yield). From a dataset of Reaction yield outcomes from USPTO patents with 853,638 reactions. (1) The reactants are [CH3:1][S:2]([C:5]1[CH:6]=[CH:7][C:8]([C:29]#[C:30][Si](C)(C)C)=[C:9]([C:11]([N:13]2[CH2:18][CH2:17][N:16]([C:19]3[CH:24]=[CH:23][C:22]([C:25]([F:28])([F:27])[F:26])=[CH:21][CH:20]=3)[CH2:15][CH2:14]2)=[O:12])[CH:10]=1)(=[O:4])=[O:3].C([O-])([O-])=O.[K+].[K+]. The catalyst is CO. The product is [C:29]([C:8]1[CH:7]=[CH:6][C:5]([S:2]([CH3:1])(=[O:4])=[O:3])=[CH:10][C:9]=1[C:11]([N:13]1[CH2:18][CH2:17][N:16]([C:19]2[CH:24]=[CH:23][C:22]([C:25]([F:28])([F:27])[F:26])=[CH:21][CH:20]=2)[CH2:15][CH2:14]1)=[O:12])#[CH:30]. The yield is 0.420. (2) The reactants are Br[C:2]1[C:10]([N+:11]([O-:13])=[O:12])=[CH:9][C:8]2[C:4](=[C:5]([C:28]([NH:30][CH3:31])=[O:29])[N:6]([C:14]3[CH:15]=[N:16][C:17]([O:20][C:21]4[CH:26]=[CH:25][C:24]([F:27])=[CH:23][CH:22]=4)=[CH:18][CH:19]=3)[N:7]=2)[CH:3]=1.P([O-])([O-])([O-])=O.[K+].[K+].[K+].[CH:40]1([B-](F)(F)F)[CH2:42][CH2:41]1.[K+].C(Cl)Cl. The catalyst is C1(C)C=CC=CC=1.O.CCOC(C)=O.C1C=CC(P(C2C=CC=CC=2)[C-]2C=CC=C2)=CC=1.C1C=CC(P(C2C=CC=CC=2)[C-]2C=CC=C2)=CC=1.Cl[Pd]Cl.[Fe+2]. The product is [CH:40]1([C:2]2[C:10]([N+:11]([O-:13])=[O:12])=[CH:9][C:8]3[C:4](=[C:5]([C:28]([NH:30][CH3:31])=[O:29])[N:6]([C:14]4[CH:15]=[N:16][C:17]([O:20][C:21]5[CH:22]=[CH:23][C:24]([F:27])=[CH:25][CH:26]=5)=[CH:18][CH:19]=4)[N:7]=3)[CH:3]=2)[CH2:42][CH2:41]1. The yield is 0.730.